This data is from Full USPTO retrosynthesis dataset with 1.9M reactions from patents (1976-2016). The task is: Predict the reactants needed to synthesize the given product. (1) Given the product [C:1]([O:5][C:6](=[O:32])[CH2:7][C@H:8]([C:18]1[O:22][N:21]=[C:20]([C:23]([N:25]2[CH2:28][CH:27]([C:29]([O:31][CH3:33])=[O:30])[CH2:26]2)=[O:24])[N:19]=1)[CH2:9][CH2:10][CH2:11][CH:12]1[CH2:17][CH2:16][CH2:15][CH2:14][CH2:13]1)([CH3:4])([CH3:2])[CH3:3], predict the reactants needed to synthesize it. The reactants are: [C:1]([O:5][C:6](=[O:32])[CH2:7][C@H:8]([C:18]1[O:22][N:21]=[C:20]([C:23]([N:25]2[CH2:28][CH:27]([C:29]([OH:31])=[O:30])[CH2:26]2)=[O:24])[N:19]=1)[CH2:9][CH2:10][CH2:11][CH:12]1[CH2:17][CH2:16][CH2:15][CH2:14][CH2:13]1)([CH3:4])([CH3:3])[CH3:2].[CH3:33]N1CCOCC1.ClC(OCC(C)C)=O. (2) Given the product [C:46]([O:1][CH2:2][CH2:3][O:4][CH2:5][C:6]1[CH:11]=[CH:10][C:9]([C:12]#[C:13][C:14]2[CH:39]=[CH:38][C:17]([C:18]([N:20]([CH3:37])[C@:21]([CH3:36])([C:26]([NH:28][O:29][CH:30]3[CH2:35][CH2:34][CH2:33][CH2:32][O:31]3)=[O:27])[C:22]([NH:24][CH3:25])=[O:23])=[O:19])=[CH:16][CH:15]=2)=[CH:8][CH:7]=1)(=[O:48])[CH3:47], predict the reactants needed to synthesize it. The reactants are: [OH:1][CH2:2][CH2:3][O:4][CH2:5][C:6]1[CH:11]=[CH:10][C:9]([C:12]#[C:13][C:14]2[CH:39]=[CH:38][C:17]([C:18]([N:20]([CH3:37])[C@:21]([CH3:36])([C:26]([NH:28][O:29][CH:30]3[CH2:35][CH2:34][CH2:33][CH2:32][O:31]3)=[O:27])[C:22]([NH:24][CH3:25])=[O:23])=[O:19])=[CH:16][CH:15]=2)=[CH:8][CH:7]=1.N1C=CC=CC=1.[C:46](OC(=O)C)(=[O:48])[CH3:47].CO. (3) The reactants are: [CH2:1]([S:3][CH2:4][C:5]1[CH:6]=[C:7]([NH:11][C:12](=[O:14])[CH3:13])[CH:8]=[CH:9][CH:10]=1)[CH3:2].C1C=C(Cl)C=C(C(OO)=[O:23])C=1.[OH2:26]. Given the product [CH2:1]([S:3]([CH2:4][C:5]1[CH:6]=[C:7]([NH:11][C:12](=[O:14])[CH3:13])[CH:8]=[CH:9][CH:10]=1)(=[O:23])=[O:26])[CH3:2], predict the reactants needed to synthesize it. (4) Given the product [Br:1][C:2]1[CH:3]=[C:4]([CH3:17])[C:5]([C:9]2[C:10](=[O:16])[CH:11]([CH:34]([OH:35])[CH:33]3[CH2:32][CH2:31][O:30][CH2:29][CH2:28]3)[CH2:12][C:13]=2[O:14][CH3:15])=[C:6]([CH3:8])[CH:7]=1, predict the reactants needed to synthesize it. The reactants are: [Br:1][C:2]1[CH:7]=[C:6]([CH3:8])[C:5]([C:9]2[C:10](=[O:16])[CH2:11][CH2:12][C:13]=2[O:14][CH3:15])=[C:4]([CH3:17])[CH:3]=1.C[Si]([N-][Si](C)(C)C)(C)C.[Li+].[CH2:28]1[CH:33]([CH:34]=[O:35])[CH2:32][CH2:31][O:30][CH2:29]1. (5) Given the product [C:22]([OH:29])(=[O:28])/[CH:23]=[CH:24]/[C:25]([OH:27])=[O:26].[NH2:30][CH2:31][C:32]1[C:33]([CH2:48][CH2:49][CH3:50])=[C:34]([CH:45]=[CH:46][CH:47]=1)[O:35][C:36]1[CH:43]=[C:42]([Cl:44])[CH:41]=[CH:40][C:37]=1[C:38]#[N:39].[NH2:51][CH2:52][C:53]1[C:54]([CH2:69][CH2:70][CH3:71])=[C:55]([CH:66]=[CH:67][CH:68]=1)[O:56][C:57]1[CH:64]=[C:63]([Cl:65])[CH:62]=[CH:61][C:58]=1[C:59]#[N:60], predict the reactants needed to synthesize it. The reactants are: ClC1C=CC(C#N)=C(OC2C=CC=C(CCl)C=2CCC)C=1.[C:22]([OH:29])(=[O:28])/[CH:23]=[CH:24]/[C:25]([OH:27])=[O:26].[NH2:30][CH2:31][C:32]1[C:33]([CH2:48][CH2:49][CH3:50])=[C:34]([CH:45]=[CH:46][CH:47]=1)[O:35][C:36]1[CH:43]=[C:42]([Cl:44])[CH:41]=[CH:40][C:37]=1[C:38]#[N:39].[NH2:51][CH2:52][C:53]1[C:54]([CH2:69][CH2:70][CH3:71])=[C:55]([CH:66]=[CH:67][CH:68]=1)[O:56][C:57]1[CH:64]=[C:63]([Cl:65])[CH:62]=[CH:61][C:58]=1[C:59]#[N:60].ClC1C=CC(C#N)=C(OC2C=CC=C(CCl)C=2CCC)C=1.N.C(O)(=O)/C=C/C(O)=O. (6) Given the product [Br:15][C:10]1[C:11](=[O:12])[N:7]([CH:1]2[CH2:2][CH2:3][CH2:4][CH2:5][CH2:6]2)[N:8]([CH3:14])[C:9]=1[CH3:13], predict the reactants needed to synthesize it. The reactants are: [CH:1]1([N:7]2[C:11](=[O:12])[CH:10]=[C:9]([CH3:13])[N:8]2[CH3:14])[CH2:6][CH2:5][CH2:4][CH2:3][CH2:2]1.[Br:15]N1C(=O)CCC1=O. (7) Given the product [Cl:21][C:22]1[N:27]=[C:26]([NH:11][C@H:9]([C:6]2[CH:5]=[CH:4][C:3]([F:2])=[CH:8][N:7]=2)[CH3:10])[CH:25]=[C:24]([Cl:29])[N:23]=1, predict the reactants needed to synthesize it. The reactants are: Cl.[F:2][C:3]1[CH:4]=[CH:5][C:6]([C@@H:9]([NH2:11])[CH3:10])=[N:7][CH:8]=1.CCN(C(C)C)C(C)C.[Cl:21][C:22]1[N:27]=[C:26](Cl)[CH:25]=[C:24]([Cl:29])[N:23]=1.O.